Predict the reactants needed to synthesize the given product. From a dataset of Full USPTO retrosynthesis dataset with 1.9M reactions from patents (1976-2016). (1) The reactants are: [NH2:1][C@@H:2]([CH3:14])[CH2:3][N:4]1[C:12]2[C:7](=[CH:8][CH:9]=[C:10]([OH:13])[CH:11]=2)[CH:6]=[N:5]1.C(=O)(O)[O-].[Na+].Cl[C:21]([O:23][CH2:24][C:25]1[CH:30]=[CH:29][CH:28]=[CH:27][CH:26]=1)=[O:22]. Given the product [CH2:24]([O:23][C:21](=[O:22])[NH:1][C@@H:2]([CH3:14])[CH2:3][N:4]1[C:12]2[C:7](=[CH:8][CH:9]=[C:10]([OH:13])[CH:11]=2)[CH:6]=[N:5]1)[C:25]1[CH:30]=[CH:29][CH:28]=[CH:27][CH:26]=1, predict the reactants needed to synthesize it. (2) Given the product [Cl:1][C:2]1[CH:7]=[CH:6][C:5]([C:8]2[C:12]([CH2:13][CH2:14][CH2:15][OH:16])=[CH:11][O:10][N:9]=2)=[CH:4][C:3]=1[F:19], predict the reactants needed to synthesize it. The reactants are: [Cl:1][C:2]1[CH:7]=[CH:6][C:5]([C:8]2[C:12]([CH2:13][CH2:14][C:15](OC)=[O:16])=[CH:11][O:10][N:9]=2)=[CH:4][C:3]=1[F:19].[H-].C([Al+]CC(C)C)C(C)C.Cl. (3) Given the product [F:26][C:16]([F:15])([F:27])[C:17]1[C:18]2[CH2:25][CH2:24][O:23][CH2:22][C:19]=2[N:20]([C:2]2[CH:7]=[CH:6][C:5]([CH2:8][N:9]3[CH2:13][CH2:12][CH2:11][C:10]3=[O:14])=[CH:4][CH:3]=2)[N:21]=1, predict the reactants needed to synthesize it. The reactants are: I[C:2]1[CH:7]=[CH:6][C:5]([CH2:8][N:9]2[CH2:13][CH2:12][CH2:11][C:10]2=[O:14])=[CH:4][CH:3]=1.[F:15][C:16]([F:27])([F:26])[C:17]1[C:18]2[CH2:25][CH2:24][O:23][CH2:22][C:19]=2[NH:20][N:21]=1. (4) Given the product [CH2:1]([N:8]1[CH2:13][CH:12]([CH3:16])[C:11](=[O:14])[CH:10]([CH3:15])[CH2:9]1)[C:2]1[CH:3]=[CH:4][CH:5]=[CH:6][CH:7]=1, predict the reactants needed to synthesize it. The reactants are: [CH2:1]([N:8]1[CH2:13][CH2:12][C:11](=[O:14])[CH:10]([CH3:15])[CH2:9]1)[C:2]1[CH:7]=[CH:6][CH:5]=[CH:4][CH:3]=1.[CH:16]([N-]C(C)C)(C)C.[Li+].IC.